From a dataset of Reaction yield outcomes from USPTO patents with 853,638 reactions. Predict the reaction yield, written as a fraction of the theoretical maximum amount of product (1.0 means a 100% yield; for example, 0.34 means a 34% yield). (1) The product is [CH3:34][C:18]1[N:17]=[C:16]([NH:8][CH2:7][C:5]2[S:6][C:2]([CH3:1])=[N:3][N:4]=2)[CH:21]=[C:20]([O:22][CH2:23][C@H:24]2[CH2:26][C@@H:25]2[C:27]2[CH:32]=[CH:31][C:30]([CH3:33])=[CH:29][N:28]=2)[N:19]=1. The reactants are [CH3:1][C:2]1[S:6][C:5]([CH2:7][N:8]([C:16]2[CH:21]=[C:20]([O:22][CH2:23][C@H:24]3[CH2:26][C@@H:25]3[C:27]3[CH:32]=[CH:31][C:30]([CH3:33])=[CH:29][N:28]=3)[N:19]=[C:18]([CH3:34])[N:17]=2)C(=O)OC(C)(C)C)=[N:4][N:3]=1.C([O-])([O-])=O.[K+].[K+]. The yield is 0.720. The catalyst is CO.CCOC(C)=O. (2) The reactants are FC(F)(F)S(O[CH2:7][C:8]([F:11])([F:10])[F:9])(=O)=O.[Br:14][C:15]1[CH:16]=[C:17]2[C:22](=[CH:23][C:24]=1[CH2:25][N:26]1[CH2:31][CH2:30][NH:29][CH2:28][CH2:27]1)[N:21]=[CH:20][N:19]([CH2:32][C:33]1[CH:38]=[C:37]([Cl:39])[CH:36]=[CH:35][C:34]=1[S:40]([CH2:43][CH3:44])(=[O:42])=[O:41])[C:18]2=[O:45].CCN(C(C)C)C(C)C.O. The catalyst is C1COCC1.CS(C)=O. The product is [Br:14][C:15]1[CH:16]=[C:17]2[C:22](=[CH:23][C:24]=1[CH2:25][N:26]1[CH2:27][CH2:28][N:29]([CH2:7][C:8]([F:9])([F:10])[F:11])[CH2:30][CH2:31]1)[N:21]=[CH:20][N:19]([CH2:32][C:33]1[CH:38]=[C:37]([Cl:39])[CH:36]=[CH:35][C:34]=1[S:40]([CH2:43][CH3:44])(=[O:41])=[O:42])[C:18]2=[O:45]. The yield is 0.540. (3) The reactants are [NH:1]1[CH:5]=[CH:4][N:3]=[CH:2]1.[H-].[Na+].[C:8]1([C:14](Cl)([C:21]2[CH:26]=[CH:25][CH:24]=[CH:23][CH:22]=2)[C:15]2[CH:20]=[CH:19][CH:18]=[CH:17][CH:16]=2)[CH:13]=[CH:12][CH:11]=[CH:10][CH:9]=1. The catalyst is CN(C=O)C. The product is [C:14]([N:1]1[CH:5]=[CH:4][N:3]=[CH:2]1)([C:8]1[CH:13]=[CH:12][CH:11]=[CH:10][CH:9]=1)([C:21]1[CH:22]=[CH:23][CH:24]=[CH:25][CH:26]=1)[C:15]1[CH:16]=[CH:17][CH:18]=[CH:19][CH:20]=1. The yield is 0.830.